Task: Predict which catalyst facilitates the given reaction.. Dataset: Catalyst prediction with 721,799 reactions and 888 catalyst types from USPTO (1) Reactant: C[O:2][C:3](=[O:44])[CH2:4][O:5][C:6]1[CH:11]=[CH:10][C:9]([O:12][CH2:13][C:14]#[C:15][C:16]2[CH:21]=[C:20]([C:22]#[C:23][CH2:24][N:25]3[CH2:30][CH2:29][O:28][CH2:27][CH2:26]3)[CH:19]=[C:18]([C:31]#[C:32][C:33]3[CH:38]=[CH:37][C:36]([S:39]([CH3:42])(=[O:41])=[O:40])=[CH:35][CH:34]=3)[CH:17]=2)=[CH:8][C:7]=1[CH3:43].[Li+].[OH-].O.Cl. Product: [CH3:42][S:39]([C:36]1[CH:35]=[CH:34][C:33]([C:32]#[C:31][C:18]2[CH:17]=[C:16]([C:15]#[C:14][CH2:13][O:12][C:9]3[CH:10]=[CH:11][C:6]([O:5][CH2:4][C:3]([OH:44])=[O:2])=[C:7]([CH3:43])[CH:8]=3)[CH:21]=[C:20]([C:22]#[C:23][CH2:24][N:25]3[CH2:26][CH2:27][O:28][CH2:29][CH2:30]3)[CH:19]=2)=[CH:38][CH:37]=1)(=[O:40])=[O:41]. The catalyst class is: 36. (2) Reactant: O.[BrH:2].[Cl:3][C:4]1[CH:9]=[CH:8][CH:7]=[CH:6][C:5]=1[C@H:10]([N:15]1[CH2:20][CH2:19][C:18]2[S:21][CH:22]=[CH:23][C:17]=2[CH2:16]1)[C:11]([O:13][CH3:14])=[O:12]. Product: [BrH:2].[Cl:3][C:4]1[CH:9]=[CH:8][CH:7]=[CH:6][C:5]=1[C@H:10]([N:15]1[CH2:20][CH2:19][C:18]2[S:21][CH:22]=[CH:23][C:17]=2[CH2:16]1)[C:11]([O:13][CH3:14])=[O:12]. The catalyst class is: 10. (3) Reactant: [CH:1]1([CH2:4][N:5]([S:25]([C:28]2[CH:33]=[CH:32][CH:31]=[CH:30][N:29]=2)(=[O:27])=[O:26])[C:6]2[CH:7]=[C:8]([O:20][CH2:21][CH2:22][O:23][CH3:24])[CH:9]=[C:10]3[C:14]=2[NH:13][C:12]([C:15]([O:17]CC)=[O:16])=[CH:11]3)[CH2:3][CH2:2]1.[OH-].[Na+]. Product: [CH:1]1([CH2:4][N:5]([S:25]([C:28]2[CH:33]=[CH:32][CH:31]=[CH:30][N:29]=2)(=[O:27])=[O:26])[C:6]2[CH:7]=[C:8]([O:20][CH2:21][CH2:22][O:23][CH3:24])[CH:9]=[C:10]3[C:14]=2[NH:13][C:12]([C:15]([OH:17])=[O:16])=[CH:11]3)[CH2:3][CH2:2]1. The catalyst class is: 8. (4) Reactant: [CH2:1]([O:8][C:9]([N:11]1[C@H:15]([C:16](=[O:29])[NH:17][C:18]2[CH:23]=[CH:22][CH:21]=[C:20]([O:24][C:25]([F:28])([F:27])[F:26])[CH:19]=2)[CH2:14][CH2:13][C@@H:12]1[CH2:30][OH:31])=[O:10])[C:2]1[CH:7]=[CH:6][CH:5]=[CH:4][CH:3]=1.CCN(CC)CC.[S:39](Cl)([CH3:42])(=[O:41])=[O:40].Cl. Product: [CH2:1]([O:8][C:9]([N:11]1[C@H:15]([C:16](=[O:29])[NH:17][C:18]2[CH:23]=[CH:22][CH:21]=[C:20]([O:24][C:25]([F:26])([F:27])[F:28])[CH:19]=2)[CH2:14][CH2:13][C@@H:12]1[CH2:30][O:31][S:39]([CH3:42])(=[O:41])=[O:40])=[O:10])[C:2]1[CH:7]=[CH:6][CH:5]=[CH:4][CH:3]=1. The catalyst class is: 2. (5) Reactant: [CH:1]([NH:14][C:15]1[CH:20]=[CH:19][C:18]([Cl:21])=[CH:17][C:16]=1I)([C:8]1[CH:13]=[CH:12][CH:11]=[CH:10][CH:9]=1)[C:2]1[CH:7]=[CH:6][CH:5]=[CH:4][CH:3]=1.C(N(CC)CC)C.[CH2:30]([NH:34][S:35]([CH2:38][C:39]1[CH:44]=[CH:43][C:42]([Cl:45])=[C:41]([Cl:46])[CH:40]=1)(=[O:37])=[O:36])[CH2:31][C:32]#[CH:33]. Product: [CH:1]([NH:14][C:15]1[CH:20]=[CH:19][C:18]([Cl:21])=[CH:17][C:16]=1[C:33]#[C:32][CH2:31][CH2:30][NH:34][S:35]([CH2:38][C:39]1[CH:44]=[CH:43][C:42]([Cl:45])=[C:41]([Cl:46])[CH:40]=1)(=[O:37])=[O:36])([C:8]1[CH:13]=[CH:12][CH:11]=[CH:10][CH:9]=1)[C:2]1[CH:7]=[CH:6][CH:5]=[CH:4][CH:3]=1. The catalyst class is: 778. (6) Reactant: [F:1][C:2]1[CH:3]=[C:4]2[C:9](=[CH:10][C:11]=1[F:12])[N:8]=[C:7]([CH2:13][O:14][C:15]1[CH:16]=[CH:17][C:18]3[O:28][CH2:27][C:22]4=[N:23][CH:24]=[CH:25][CH:26]=[C:21]4[CH:20]([S:29][CH2:30][CH2:31][C:32](O)=[O:33])[C:19]=3[CH:35]=1)[CH:6]=[CH:5]2.[C:36]1([S:42]([NH2:45])(=[O:44])=[O:43])[CH:41]=[CH:40][CH:39]=[CH:38][CH:37]=1.CN(C)CCCN=C=NCC.O. Product: [F:1][C:2]1[CH:3]=[C:4]2[C:9](=[CH:10][C:11]=1[F:12])[N:8]=[C:7]([CH2:13][O:14][C:15]1[CH:16]=[CH:17][C:18]3[O:28][CH2:27][C:22]4[N:23]=[CH:24][CH:25]=[CH:26][C:21]=4[CH:20]([S:29][CH2:30][CH2:31][C:32]([NH:45][S:42]([C:36]4[CH:41]=[CH:40][CH:39]=[CH:38][CH:37]=4)(=[O:44])=[O:43])=[O:33])[C:19]=3[CH:35]=1)[CH:6]=[CH:5]2. The catalyst class is: 166. (7) Reactant: O.[F:2][C:3]([F:19])([C:9](=O)[C:10]([F:17])([F:16])[C:11]([O:13][CH2:14][CH3:15])=[O:12])[C:4]([O:6][CH2:7][CH3:8])=[O:5].[CH2:20]([SH:24])[CH2:21][CH2:22][SH:23]. Product: [S:23]1[CH2:22][CH2:21][CH2:20][S:24][C:9]1([C:10]([F:17])([F:16])[C:11]([O:13][CH2:14][CH3:15])=[O:12])[C:3]([F:19])([F:2])[C:4]([O:6][CH2:7][CH3:8])=[O:5]. The catalyst class is: 2. (8) Reactant: [Br:1][C:2]1[CH:7]=[C:6]([F:8])[CH:5]=[CH:4][C:3]=1[CH:9]1[C:14]([C:15]([O:17][CH2:18][CH3:19])=[O:16])=[C:13]([CH3:20])[NH:12][C:11]([C:21]2[N:25]=[CH:24][NH:23][N:22]=2)=[N:10]1.C1C(=O)N([Br:33])C(=O)C1. Product: [Br:1][C:2]1[CH:7]=[C:6]([F:8])[CH:5]=[CH:4][C:3]=1[CH:9]1[C:14]([C:15]([O:17][CH2:18][CH3:19])=[O:16])=[C:13]([CH2:20][Br:33])[NH:12][C:11]([C:21]2[N:25]=[CH:24][NH:23][N:22]=2)=[N:10]1. The catalyst class is: 22. (9) Reactant: [Br:1][C:2]1[CH:3]=[C:4]2[N:10]=[C:9]([CH2:11][NH2:12])[S:8][C:5]2=[N:6][CH:7]=1.N1C=CC=CC=1.[CH3:19][S:20](Cl)(=[O:22])=[O:21]. Product: [Br:1][C:2]1[CH:3]=[C:4]2[N:10]=[C:9]([CH2:11][NH:12][S:20]([CH3:19])(=[O:22])=[O:21])[S:8][C:5]2=[N:6][CH:7]=1. The catalyst class is: 2. (10) Reactant: [C:1]([C:4]1[CH:5]=[CH:6][C:7]([O:28][CH2:29][C:30]2[CH:35]=[C:34]([CH2:36][CH3:37])[CH:33]=[CH:32][N:31]=2)=[C:8]([C:10]2[CH:27]=[CH:26][C:13]3[CH2:14][CH2:15][N:16](C(OC(C)(C)C)=O)[CH2:17][CH2:18][C:12]=3[CH:11]=2)[CH:9]=1)(=[O:3])[CH3:2].C(O)(C(F)(F)F)=O. Product: [CH2:36]([C:34]1[CH:33]=[CH:32][N:31]=[C:30]([CH2:29][O:28][C:7]2[CH:6]=[CH:5][C:4]([C:1](=[O:3])[CH3:2])=[CH:9][C:8]=2[C:10]2[CH:27]=[CH:26][C:13]3[CH2:14][CH2:15][NH:16][CH2:17][CH2:18][C:12]=3[CH:11]=2)[CH:35]=1)[CH3:37]. The catalyst class is: 2.